This data is from Peptide-MHC class I binding affinity with 185,985 pairs from IEDB/IMGT. The task is: Regression. Given a peptide amino acid sequence and an MHC pseudo amino acid sequence, predict their binding affinity value. This is MHC class I binding data. (1) The peptide sequence is MMHASTSPF. The MHC is HLA-B83:01 with pseudo-sequence HLA-B83:01. The binding affinity (normalized) is 0.213. (2) The peptide sequence is TLQDPRVRGL. The MHC is Patr-A0701 with pseudo-sequence Patr-A0701. The binding affinity (normalized) is 0. (3) The peptide sequence is RVHGATVFK. The MHC is HLA-B08:01 with pseudo-sequence HLA-B08:01. The binding affinity (normalized) is 0.0847. (4) The peptide sequence is YINGVCWTV. The MHC is HLA-A02:01 with pseudo-sequence HLA-A02:01. The binding affinity (normalized) is 0.317. (5) The peptide sequence is SSRGYSAIW. The MHC is HLA-A03:01 with pseudo-sequence HLA-A03:01. The binding affinity (normalized) is 0.0847. (6) The peptide sequence is GLKISLCGI. The MHC is HLA-B39:01 with pseudo-sequence HLA-B39:01. The binding affinity (normalized) is 0.0847.